This data is from Forward reaction prediction with 1.9M reactions from USPTO patents (1976-2016). The task is: Predict the product of the given reaction. (1) Given the reactants [C:1]([C:3]1[CH:4]=[C:5]([NH:14][C:15]([O:17][CH2:18][CH2:19][C:20]2[C:25]([CH3:26])=[CH:24][C:23](B(O)O)=[CH:22][C:21]=2[CH3:30])=[O:16])[CH:6]=[CH:7][C:8]=1[S:9]([CH2:12][CH3:13])(=[O:11])=[O:10])#[N:2].[NH2:31][C:32]1[CH:33]=[C:34]2[C:39](=[CH:40][CH:41]=1)[C:38]([N:42]([C:50]([O:52][C:53]([CH3:56])([CH3:55])[CH3:54])=[O:51])[C:43]([O:45][C:46]([CH3:49])([CH3:48])[CH3:47])=[O:44])=[N:37][CH:36]=[CH:35]2.O.[C:58]([OH:62])(=[O:61])[CH:59]=O, predict the reaction product. The product is: [C:53]([O:52][C:50]([N:42]([C:43]([O:45][C:46]([CH3:47])([CH3:48])[CH3:49])=[O:44])[C:38]1[C:39]2[C:34](=[CH:33][C:32]([NH:31][CH:59]([C:23]3[CH:24]=[C:25]([CH3:26])[C:20]([CH2:19][CH2:18][O:17][C:15](=[O:16])[NH:14][C:5]4[CH:6]=[CH:7][C:8]([S:9]([CH2:12][CH3:13])(=[O:11])=[O:10])=[C:3]([C:1]#[N:2])[CH:4]=4)=[C:21]([CH3:30])[CH:22]=3)[C:58]([OH:62])=[O:61])=[CH:41][CH:40]=2)[CH:35]=[CH:36][N:37]=1)=[O:51])([CH3:56])([CH3:55])[CH3:54]. (2) The product is: [OH:14][C@H:15]([CH2:19][CH2:18][S:11][C:2]1[CH:3]=[CH:4][C:5]2[C:10](=[CH:9][CH:8]=[CH:7][CH:6]=2)[CH:1]=1)[C:16]([OH:20])=[O:17]. Given the reactants [CH:1]1[C:10]2[C:5](=[CH:6][CH:7]=[CH:8][CH:9]=2)[CH:4]=[CH:3][C:2]=1[SH:11].[H-].[Na+].[OH:14][C@@H:15]1[CH2:19][CH2:18][O:17][C:16]1=[O:20], predict the reaction product. (3) Given the reactants N12CCCN=C1CCCCC2.[Cl:12][C:13]1[CH:23]=[CH:22][C:16]([C:17]([NH:20][CH3:21])=[N:18][OH:19])=[C:15](F)[C:14]=1[I:25], predict the reaction product. The product is: [Cl:12][C:13]1[CH:23]=[CH:22][C:16]2[C:17]([NH:20][CH3:21])=[N:18][O:19][C:15]=2[C:14]=1[I:25]. (4) Given the reactants N([O-])=O.[Na+].N[C:6]1[CH:15]=[C:14]2[C:9]([CH2:10][CH2:11][C:12](=[O:16])[NH:13]2)=[CH:8][CH:7]=1.[S:17](=[O:19])=[O:18].C(O)(=O)C.[ClH:24], predict the reaction product. The product is: [O:16]=[C:12]1[CH2:11][CH2:10][C:9]2[C:14](=[CH:15][C:6]([S:17]([Cl:24])(=[O:19])=[O:18])=[CH:7][CH:8]=2)[NH:13]1. (5) Given the reactants [OH:1][C@@:2]([C@H:9]1[CH2:13][N:12]([C@H](C2C=CC(OC)=CC=2)C)[C:11](=[O:24])[CH2:10]1)([C:4]1[S:5][CH:6]=[CH:7][N:8]=1)[CH3:3], predict the reaction product. The product is: [OH:1][C@@:2]([C@H:9]1[CH2:13][NH:12][C:11](=[O:24])[CH2:10]1)([C:4]1[S:5][CH:6]=[CH:7][N:8]=1)[CH3:3]. (6) Given the reactants C(N(CC)CC)C.[CH:8]([C:10]1[C:18]2[C:13](=[CH:14][CH:15]=[CH:16][CH:17]=2)[N:12](C(OC(C)(C)C)=O)[CH:11]=1)=[O:9].[CH3:26][O:27][C:28]1[CH:29]=[C:30]([CH:43]=[CH:44][CH:45]=1)[N:31]=[CH:32][C:33]1[CH:38]=[CH:37][C:36]([S:39]([CH3:42])(=[O:41])=[O:40])=[CH:35][CH:34]=1, predict the reaction product. The product is: [NH:12]1[C:13]2[C:18](=[CH:17][CH:16]=[CH:15][CH:14]=2)[C:10]([C:8](=[O:9])[CH:32]([NH:31][C:30]2[CH:43]=[CH:44][CH:45]=[C:28]([O:27][CH3:26])[CH:29]=2)[C:33]2[CH:38]=[CH:37][C:36]([S:39]([CH3:42])(=[O:40])=[O:41])=[CH:35][CH:34]=2)=[CH:11]1. (7) Given the reactants [CH3:1][C:2]1([CH3:14])[CH2:13][O:12][C:5]2([CH2:11][CH2:10][C:8](=[O:9])[CH2:7][CH2:6]2)[O:4][CH2:3]1.[Cl-].[NH4+].[CH2:17]([Mg]Br)[C:18]1[CH:23]=[CH:22][CH:21]=[CH:20][CH:19]=1, predict the reaction product. The product is: [CH2:17]([C:8]1([OH:9])[CH2:7][CH2:6][C:5]2([O:4][CH2:3][C:2]([CH3:14])([CH3:1])[CH2:13][O:12]2)[CH2:11][CH2:10]1)[C:18]1[CH:23]=[CH:22][CH:21]=[CH:20][CH:19]=1. (8) The product is: [F:61][CH:9]([C:2]1[CH:3]=[CH:4][CH:5]=[CH:6][CH:1]=1)[CH3:28]. Given the reactants [C:1]1(C)[CH:6]=[C:5](C)[CH:4]=[C:3](C)[C:2]=1[C:9]1[C:28]2NC(=CC=2)[C:9]([C:2]2[C:3](C)=[CH:4][C:5](C)=[CH:6][C:1]=2C)=[C:28]2N=C(C=C2)[C:9]([C:2]2[C:3](C)=[CH:4][C:5](C)=[CH:6][C:1]=2C)=[C:28]2NC(C=C2)=[C:9]([C:2]2[C:3](C)=[CH:4][C:5](C)=[CH:6][C:1]=2C)[C:28]2=NC=1C=C2.[F-:61].FF.OC1O[C@H](CO)[C@H](O)[C@H](O)[C@@H]1O, predict the reaction product.